The task is: Predict the product of the given reaction.. This data is from Forward reaction prediction with 1.9M reactions from USPTO patents (1976-2016). (1) Given the reactants [CH3:1][O:2][CH:3]=[CH:4][CH:5]1[NH:10][C:9](=[O:11])[CH2:8][CH2:7][CH2:6]1, predict the reaction product. The product is: [CH3:1][O:2][CH2:3][CH2:4][CH:5]1[NH:10][C:9](=[O:11])[CH2:8][CH2:7][CH2:6]1. (2) Given the reactants [CH3:1][O:2][N:3]([CH3:13])[C:4](=[O:12])[C:5]1[CH:10]=[CH:9][CH:8]=[N:7][C:6]=1[OH:11].Cl[C:15]([F:20])([F:19])C([O-])=O.[Na+].[OH-].[Na+].Cl, predict the reaction product. The product is: [CH3:1][O:2][N:3]([CH3:13])[C:4](=[O:12])[C:5]1[CH:10]=[CH:9][CH:8]=[N:7][C:6]=1[O:11][CH:15]([F:20])[F:19]. (3) Given the reactants Br[C:2]1[CH:10]=[CH:9][CH:8]=[C:7]2[C:3]=1[C:4]1([CH2:21][O:20][C:19]3[CH:22]=[C:23]4[C:27](=[CH:28][C:18]1=3)[CH2:26][CH2:25][O:24]4)[C:5](=[O:17])[N:6]2[CH2:11][C@H:12]1[CH2:16][CH2:15][CH2:14][O:13]1.O.[CH3:30][N:31]([CH3:41])[C:32]1[CH:37]=[CH:36][C:35](B(O)O)=[CH:34][N:33]=1.C(=O)([O-])[O-].[Na+].[Na+], predict the reaction product. The product is: [CH3:30][N:31]([CH3:41])[C:32]1[N:33]=[CH:34][C:35]([C:2]2[CH:10]=[CH:9][CH:8]=[C:7]3[C:3]=2[C:4]2([CH2:21][O:20][C:19]4[CH:22]=[C:23]5[C:27](=[CH:28][C:18]2=4)[CH2:26][CH2:25][O:24]5)[C:5](=[O:17])[N:6]3[CH2:11][C@H:12]2[CH2:16][CH2:15][CH2:14][O:13]2)=[CH:36][CH:37]=1. (4) Given the reactants Br[C:2]1[CH:3]=[C:4]([O:10][CH2:11][C:12]([F:15])([F:14])[F:13])[C:5](=[O:9])[N:6]([CH3:8])[CH:7]=1.[F:16][C:17]1[CH:44]=[C:43]([F:45])[CH:42]=[CH:41][C:18]=1[O:19][C:20]1[CH:25]=[CH:24][C:23]([CH2:26][S:27]([CH2:30][CH3:31])(=[O:29])=[O:28])=[CH:22][C:21]=1B1OC(C)(C)C(C)(C)O1.[O-]P([O-])([O-])=O.[K+].[K+].[K+], predict the reaction product. The product is: [F:16][C:17]1[CH:44]=[C:43]([F:45])[CH:42]=[CH:41][C:18]=1[O:19][C:20]1[CH:25]=[CH:24][C:23]([CH2:26][S:27]([CH2:30][CH3:31])(=[O:29])=[O:28])=[CH:22][C:21]=1[C:2]1[CH:3]=[C:4]([O:10][CH2:11][C:12]([F:15])([F:14])[F:13])[C:5](=[O:9])[N:6]([CH3:8])[CH:7]=1.